From a dataset of Full USPTO retrosynthesis dataset with 1.9M reactions from patents (1976-2016). Predict the reactants needed to synthesize the given product. (1) Given the product [CH3:35][N:36]([CH3:40])[CH2:37][CH2:38][NH:39][C:32](=[O:34])[CH2:31][CH2:30][N:28]1[CH:29]=[C:25]([C:20]2[C:19]3[C:23](=[CH:24][C:16]([F:15])=[CH:17][CH:18]=3)[NH:22][CH:21]=2)[CH:26]=[N:27]1, predict the reactants needed to synthesize it. The reactants are: IC1C2C(=CC(C(F)(F)F)=CC=2)NC=1.[F:15][C:16]1[CH:24]=[C:23]2[C:19]([C:20]([C:25]3[CH:26]=[N:27][N:28]([CH2:30][CH2:31][C:32]([OH:34])=O)[CH:29]=3)=[CH:21][NH:22]2)=[CH:18][CH:17]=1.[CH3:35][N:36]([CH3:40])[CH2:37][CH2:38][NH2:39]. (2) Given the product [CH3:27][N:24]([CH3:23])[C:2]1[C:3](=[O:20])[NH:4][C:5]([CH3:19])=[C:6]([CH2:17][CH3:18])[C:7]=1[CH2:8][C:9]1[CH:14]=[C:13]([CH3:15])[CH:12]=[C:11]([CH3:16])[CH:10]=1, predict the reactants needed to synthesize it. The reactants are: N[C:2]1[C:3](=[O:20])[NH:4][C:5]([CH3:19])=[C:6]([CH2:17][CH3:18])[C:7]=1[CH2:8][C:9]1[CH:14]=[C:13]([CH3:15])[CH:12]=[C:11]([CH3:16])[CH:10]=1.C=O.[C:23]([BH3-])#[N:24].[Na+].[C:27](O)(=O)C. (3) Given the product [Cl:1][C:2]1[N:7]=[C:6]([C:8]([NH:38][O:37][CH3:36])=[O:9])[CH:5]=[CH:4][C:3]=1[O:11][CH2:12][C:13]([N:15]1[CH2:20][CH2:19][C:18]2[N:21]=[C:22]3[S:26][C:25]([CH3:27])=[N:24][N:23]3[C:17]=2[CH:16]1[C:28]1[CH:33]=[CH:32][C:31]([Cl:34])=[CH:30][C:29]=1[F:35])=[O:14], predict the reactants needed to synthesize it. The reactants are: [Cl:1][C:2]1[N:7]=[C:6]([C:8](O)=[O:9])[CH:5]=[CH:4][C:3]=1[O:11][CH2:12][C:13]([N:15]1[CH2:20][CH2:19][C:18]2[N:21]=[C:22]3[S:26][C:25]([CH3:27])=[N:24][N:23]3[C:17]=2[CH:16]1[C:28]1[CH:33]=[CH:32][C:31]([Cl:34])=[CH:30][C:29]=1[F:35])=[O:14].[CH3:36][O:37][NH2:38]. (4) Given the product [CH3:45][S:46]([O:1][CH2:2][C:3]1[CH:4]=[CH:5][C:6]2[CH2:12][N:11]([C:13](=[O:21])[C:14]3[CH:15]=[CH:16][C:17]([Cl:20])=[CH:18][CH:19]=3)[CH2:10][C:9](=[O:22])[N:8]([CH2:23][C:24]3[CH:29]=[CH:28][C:27]([C:30]([N:32]4[CH2:36][CH:35]=[CH:34][CH2:33]4)=[O:31])=[CH:26][CH:25]=3)[C:7]=2[CH:37]=1)(=[O:48])=[O:47], predict the reactants needed to synthesize it. The reactants are: [OH:1][CH2:2][C:3]1[CH:4]=[CH:5][C:6]2[CH2:12][N:11]([C:13](=[O:21])[C:14]3[CH:19]=[CH:18][C:17]([Cl:20])=[CH:16][CH:15]=3)[CH2:10][C:9](=[O:22])[N:8]([CH2:23][C:24]3[CH:29]=[CH:28][C:27]([C:30]([N:32]4[CH2:36][CH:35]=[CH:34][CH2:33]4)=[O:31])=[CH:26][CH:25]=3)[C:7]=2[CH:37]=1.C(N(CC)CC)C.[CH3:45][S:46](Cl)(=[O:48])=[O:47].